Dataset: Reaction yield outcomes from USPTO patents with 853,638 reactions. Task: Predict the reaction yield, written as a fraction of the theoretical maximum amount of product (1.0 means a 100% yield; for example, 0.34 means a 34% yield). (1) The reactants are [F:1][C:2]1[CH:19]=[C:18]([I:20])[CH:17]=[CH:16][C:3]=1[NH:4][C:5]1[C:6]([C:13]([OH:15])=O)=[CH:7][N:8]([CH3:12])[C:9](=[O:11])[CH:10]=1.C1N=CN(C(N2C=NC=C2)=O)C=1.[NH2:33][CH:34]([CH2:37][OH:38])[CH2:35][OH:36]. The catalyst is C1COCC1.CN(C=O)C. The product is [F:1][C:2]1[CH:19]=[C:18]([I:20])[CH:17]=[CH:16][C:3]=1[NH:4][C:5]1[C:6]([C:13]([NH:33][CH:34]([CH2:37][OH:38])[CH2:35][OH:36])=[O:15])=[CH:7][N:8]([CH3:12])[C:9](=[O:11])[CH:10]=1. The yield is 0.340. (2) The reactants are [F:1][C:2]([F:13])([F:12])[C:3]1[CH:8]=[CH:7][CH:6]=[CH:5][C:4]=1B(O)O.FC(F)(F)S(O[C:20]1[CH:25]=[CH:24][C:23]([CH:26]=[O:27])=[CH:22][C:21]=1[CH3:28])(=O)=O.[Li+].[Cl-].C([O-])([O-])=O.[Na+].[Na+]. The catalyst is C(O)C.C1C=CC([P]([Pd]([P](C2C=CC=CC=2)(C2C=CC=CC=2)C2C=CC=CC=2)([P](C2C=CC=CC=2)(C2C=CC=CC=2)C2C=CC=CC=2)[P](C2C=CC=CC=2)(C2C=CC=CC=2)C2C=CC=CC=2)(C2C=CC=CC=2)C2C=CC=CC=2)=CC=1.C1(C)C=CC=CC=1. The product is [CH3:28][C:21]1[CH:22]=[C:23]([CH:26]=[O:27])[CH:24]=[CH:25][C:20]=1[C:4]1[CH:5]=[CH:6][CH:7]=[CH:8][C:3]=1[C:2]([F:13])([F:12])[F:1]. The yield is 0.950. (3) The reactants are [O:1]=[C:2]1[C:7]([CH2:8][C:9]2[CH:14]=[CH:13][C:12]([C:15]3[C:16]([C:21]#[N:22])=[CH:17][CH:18]=[CH:19][CH:20]=3)=[CH:11][CH:10]=2)=[C:6]([CH2:23][CH2:24][CH3:25])[N:5]2[N:26]=[CH:27][N:28]=[C:4]2[N:3]1[C@H:29]1[CH2:34][CH2:33][C@H:32]([O:35][CH2:36][C:37](=[O:40])[CH2:38][CH3:39])[CH2:31][CH2:30]1.[BH4-].[Na+].[Cl-].[NH4+]. The catalyst is O1CCCC1.CO. The product is [OH:40][CH:37]([CH2:38][CH3:39])[CH2:36][O:35][C@H:32]1[CH2:33][CH2:34][C@H:29]([N:3]2[C:2](=[O:1])[C:7]([CH2:8][C:9]3[CH:14]=[CH:13][C:12]([C:15]4[C:16]([C:21]#[N:22])=[CH:17][CH:18]=[CH:19][CH:20]=4)=[CH:11][CH:10]=3)=[C:6]([CH2:23][CH2:24][CH3:25])[N:5]3[N:26]=[CH:27][N:28]=[C:4]23)[CH2:30][CH2:31]1. The yield is 0.740. (4) The product is [C:23]([NH:1][C:2]1[CH:3]=[C:4]([C:12]([OH:14])=[O:13])[CH:5]=[C:6]([CH:11]=1)[C:7]([OH:9])=[O:8])(=[O:39])[CH2:24][CH2:25][CH2:26][CH2:27][CH2:28][CH2:29][CH2:30][CH2:31][CH2:32][CH2:33][CH2:34][CH2:35][CH2:36][CH2:37][CH3:38]. The catalyst is O1CCCC1.O.CO. The reactants are [NH2:1][C:2]1[CH:3]=[C:4]([C:12]([O:14]C)=[O:13])[CH:5]=[C:6]([CH:11]=1)[C:7]([O:9]C)=[O:8].C(N(CC)CC)C.[C:23](Cl)(=[O:39])[CH2:24][CH2:25][CH2:26][CH2:27][CH2:28][CH2:29][CH2:30][CH2:31][CH2:32][CH2:33][CH2:34][CH2:35][CH2:36][CH2:37][CH3:38].[OH-].[K+].Cl. The yield is 0.980.